Dataset: Peptide-MHC class I binding affinity with 185,985 pairs from IEDB/IMGT. Task: Regression. Given a peptide amino acid sequence and an MHC pseudo amino acid sequence, predict their binding affinity value. This is MHC class I binding data. The peptide sequence is RPAPARLPL. The MHC is HLA-B57:01 with pseudo-sequence HLA-B57:01. The binding affinity (normalized) is 0.0847.